This data is from Catalyst prediction with 721,799 reactions and 888 catalyst types from USPTO. The task is: Predict which catalyst facilitates the given reaction. (1) Reactant: C(O[C:4]([C:6]1[S:14][C:9]2=[CH:10][N:11]=[CH:12][CH:13]=[C:8]2[C:7]=1[NH:15][C:16]1[CH:21]=[CH:20][C:19]([I:22])=[CH:18][C:17]=1[F:23])=[O:5])C.[OH-].[Na+].[CH3:26][C:27]1([CH3:35])[O:31][C@@H:30]([CH2:32][O:33][NH2:34])[CH2:29][O:28]1.CCN=C=NCCCN(C)C.C1C=CC2N(O)N=NC=2C=1.CCN(C(C)C)C(C)C. Product: [CH3:26][C:27]1([CH3:35])[O:31][C@@H:30]([CH2:32][O:33][NH:34][C:4]([C:6]2[S:14][C:9]3=[CH:10][N:11]=[CH:12][CH:13]=[C:8]3[C:7]=2[NH:15][C:16]2[CH:21]=[CH:20][C:19]([I:22])=[CH:18][C:17]=2[F:23])=[O:5])[CH2:29][O:28]1. The catalyst class is: 219. (2) Reactant: [Cl:1][C:2]1[CH:7]=[CH:6][C:5]([N:8]2[C:16]([NH:17][CH:18]3[CH2:23][CH2:22][CH2:21][CH2:20][CH2:19]3)=[C:15]3[C:10]([CH:11]=[C:12]([F:24])[CH:13]=[CH:14]3)=[N:9]2)=[CH:4][CH:3]=1.[CH:25]1([N:31]=[C:32]=[O:33])[CH2:30][CH2:29][CH2:28][CH2:27][CH2:26]1. Product: [Cl:1][C:2]1[CH:3]=[CH:4][C:5]([N:8]2[C:16]([N:17]([CH:18]3[CH2:23][CH2:22][CH2:21][CH2:20][CH2:19]3)[C:32]([NH:31][CH:25]3[CH2:30][CH2:29][CH2:28][CH2:27][CH2:26]3)=[O:33])=[C:15]3[C:10]([CH:11]=[C:12]([F:24])[CH:13]=[CH:14]3)=[N:9]2)=[CH:6][CH:7]=1. The catalyst class is: 11. (3) Reactant: [BH4-].[Na+].[I-].[CH2:4]([N+:6]1[CH2:15][CH2:14][C:13]2[C:8](=[C:9]([O:18][CH3:19])[CH:10]=[C:11]([O:16][CH3:17])[CH:12]=2)[CH:7]=1)[CH3:5]. Product: [CH2:4]([N:6]1[CH2:15][CH2:14][C:13]2[C:8](=[C:9]([O:18][CH3:19])[CH:10]=[C:11]([O:16][CH3:17])[CH:12]=2)[CH2:7]1)[CH3:5]. The catalyst class is: 5.